This data is from Forward reaction prediction with 1.9M reactions from USPTO patents (1976-2016). The task is: Predict the product of the given reaction. (1) Given the reactants [NH2:1][C:2]1[CH:3]=[C:4]2[C:9](=[CH:10][C:11]=1[O:12][CH2:13][CH3:14])[N:8]=[CH:7][C:6]([C:15]#[N:16])=[C:5]2[NH:17][C:18]1[CH:23]=[CH:22][C:21]([O:24][CH2:25][C:26]2[CH:31]=[CH:30][CH:29]=[CH:28][CH:27]=2)=[C:20]([Cl:32])[CH:19]=1.C(N(C(C)C)CC)(C)C.[Cl:42][CH2:43][CH2:44][CH2:45][CH:46]=[CH:47][C:48](Cl)=[O:49], predict the reaction product. The product is: [CH2:25]([O:24][C:21]1[CH:22]=[CH:23][C:18]([NH:17][C:5]2[C:4]3[C:9](=[CH:10][C:11]([O:12][CH2:13][CH3:14])=[C:2]([NH:1][C:48](=[O:49])[CH:47]=[CH:46][CH2:45][CH2:44][CH2:43][Cl:42])[CH:3]=3)[N:8]=[CH:7][C:6]=2[C:15]#[N:16])=[CH:19][C:20]=1[Cl:32])[C:26]1[CH:27]=[CH:28][CH:29]=[CH:30][CH:31]=1. (2) Given the reactants [CH2:1]([O:3][C:4]([C:6]1[CH:7]=[C:8]2[C:14](I)=[CH:13][N:12]([S:16]([C:19]3[CH:24]=[CH:23][CH:22]=[CH:21][CH:20]=3)(=[O:18])=[O:17])[C:9]2=[N:10][CH:11]=1)=[O:5])[CH3:2].[O:25]1[CH:29]=[CH:28][C:27](B(O)O)=[CH:26]1.C([O-])([O-])=O.[Na+].[Na+].[Li+].[Cl-], predict the reaction product. The product is: [CH2:1]([O:3][C:4]([C:6]1[CH:7]=[C:8]2[C:14]([C:27]3[CH:28]=[CH:29][O:25][CH:26]=3)=[CH:13][N:12]([S:16]([C:19]3[CH:24]=[CH:23][CH:22]=[CH:21][CH:20]=3)(=[O:18])=[O:17])[C:9]2=[N:10][CH:11]=1)=[O:5])[CH3:2]. (3) Given the reactants [C:1]([O:5][C@H:6]([C@H:8]1[CH2:12][O:11][C:10](=[O:13])[N:9]1[C:14]1[CH:19]=[CH:18][N:17]=[C:16](Cl)[N:15]=1)[CH3:7])([CH3:4])([CH3:3])[CH3:2].CS(C)=O.Cl.[Cl:26][C:27]1[CH:32]=[CH:31][C:30]([C:33]2[S:34][C:35]([C@@H:38]([NH2:40])[CH3:39])=[CH:36][N:37]=2)=[CH:29][CH:28]=1.CCN(C(C)C)C(C)C, predict the reaction product. The product is: [C:1]([O:5][C@H:6]([C@H:8]1[CH2:12][O:11][C:10](=[O:13])[N:9]1[C:14]1[CH:19]=[CH:18][N:17]=[C:16]([NH:40][C@H:38]([C:35]2[S:34][C:33]([C:30]3[CH:31]=[CH:32][C:27]([Cl:26])=[CH:28][CH:29]=3)=[N:37][CH:36]=2)[CH3:39])[N:15]=1)[CH3:7])([CH3:4])([CH3:3])[CH3:2]. (4) Given the reactants Br[C:2]1[C:3]([C:19]([F:22])([F:21])[F:20])=[N:4][N:5]([CH3:18])[C:6]=1[C:7]1[CH:17]=[CH:16][C:10]2[O:11][CH2:12][C:13](=[O:15])[NH:14][C:9]=2[CH:8]=1.[F:23][C:24]1[CH:29]=[CH:28][C:27](B(O)O)=[CH:26][CH:25]=1, predict the reaction product. The product is: [F:23][C:24]1[CH:29]=[CH:28][C:27]([C:2]2[C:3]([C:19]([F:22])([F:21])[F:20])=[N:4][N:5]([CH3:18])[C:6]=2[C:7]2[CH:17]=[CH:16][C:10]3[O:11][CH2:12][C:13](=[O:15])[NH:14][C:9]=3[CH:8]=2)=[CH:26][CH:25]=1. (5) Given the reactants [NH2:1][C:2]1[CH:3]=[CH:4][C:5]([CH3:25])=[C:6]([CH:24]=1)[NH:7][C:8]1[CH:13]=[C:12]([C:14]([F:17])([F:16])[F:15])[N:11]=[C:10]([C:18]2[CH:23]=[CH:22][N:21]=[CH:20][CH:19]=2)[N:9]=1.Cl.[C:27](Cl)(=[O:34])[C:28]1[CH:33]=[CH:32][CH:31]=[N:30][CH:29]=1, predict the reaction product. The product is: [CH3:25][C:5]1[CH:4]=[CH:3][C:2]([NH:1][C:27](=[O:34])[C:28]2[CH:33]=[CH:32][CH:31]=[N:30][CH:29]=2)=[CH:24][C:6]=1[NH:7][C:8]1[CH:13]=[C:12]([C:14]([F:16])([F:17])[F:15])[N:11]=[C:10]([C:18]2[CH:23]=[CH:22][N:21]=[CH:20][CH:19]=2)[N:9]=1. (6) The product is: [Cl:1][C:2]1[CH:3]=[CH:4][C:5]([OH:12])=[C:6]([CH2:8][C:9]([NH2:11])=[O:10])[CH:7]=1. Given the reactants [Cl:1][C:2]1[CH:3]=[CH:4][C:5]([O:12]C)=[C:6]([CH2:8][C:9]([NH2:11])=[O:10])[CH:7]=1.B(Br)(Br)Br.C(OCC)C, predict the reaction product. (7) Given the reactants C[N:2]([C:4]1[C:9]([C:10]2[C:15](P(C3CCCCC3)C3CCCCC3)=[CH:14]C=CC=2)=CC=CC=1)C.CC(C)([O-])C.[Na+].BrC1C=CC=CN=1.[NH2:42][C@H:43]1[C:52]2[C:47](=[CH:48][CH:49]=[C:50]([N:53]3[CH2:58][CH2:57][O:56][CH2:55][CH2:54]3)[CH:51]=2)[N:46]([C:59](=[O:61])[CH3:60])[C@@H:45]([CH:62]2[CH2:64][CH2:63]2)[C@@H:44]1[CH3:65], predict the reaction product. The product is: [CH:62]1([C@H:45]2[C@H:44]([CH3:65])[C@@H:43]([NH:42][C:14]3[CH:15]=[CH:10][CH:9]=[CH:4][N:2]=3)[C:52]3[C:47](=[CH:48][CH:49]=[C:50]([N:53]4[CH2:54][CH2:55][O:56][CH2:57][CH2:58]4)[CH:51]=3)[N:46]2[C:59](=[O:61])[CH3:60])[CH2:64][CH2:63]1.